This data is from Full USPTO retrosynthesis dataset with 1.9M reactions from patents (1976-2016). The task is: Predict the reactants needed to synthesize the given product. (1) The reactants are: [NH2:1][C:2]1[CH:3]=[CH:4][C:5]([F:21])=[C:6]([C@:8]2([CH3:20])[C@@H:13]([F:14])[C@@H:12]([C:15]([F:18])([F:17])[F:16])[O:11][C:10]([NH2:19])=[N:9]2)[CH:7]=1.[CH3:22][O:23][C:24]1[N:25]=[CH:26][C:27]([C:30](O)=[O:31])=[N:28][CH:29]=1.C[N+]1(C2N=C(OC)N=C(OC)N=2)CCOCC1.[Cl-]. Given the product [NH2:19][C:10]1[O:11][C@H:12]([C:15]([F:18])([F:17])[F:16])[C@H:13]([F:14])[C@:8]([C:6]2[CH:7]=[C:2]([NH:1][C:30]([C:27]3[CH:26]=[N:25][C:24]([O:23][CH3:22])=[CH:29][N:28]=3)=[O:31])[CH:3]=[CH:4][C:5]=2[F:21])([CH3:20])[N:9]=1, predict the reactants needed to synthesize it. (2) Given the product [CH2:16]([S:18]([C:21]1[CH:26]=[C:25]([C:2]2[CH:15]=[N:14][C:5]3[NH:6][C:7]4[CH2:8][CH2:9][CH2:10][C:11](=[O:13])[C:12]=4[C:4]=3[CH:3]=2)[CH:24]=[CH:23][CH:22]=1)(=[O:19])=[O:20])[CH3:17], predict the reactants needed to synthesize it. The reactants are: Br[C:2]1[CH:15]=[N:14][C:5]2[NH:6][C:7]3[CH2:8][CH2:9][CH2:10][C:11](=[O:13])[C:12]=3[C:4]=2[CH:3]=1.[CH2:16]([S:18]([C:21]1[CH:22]=[C:23](B(O)O)[CH:24]=[CH:25][CH:26]=1)(=[O:20])=[O:19])[CH3:17].C(=O)([O-])[O-].[Na+].[Na+].Cl. (3) Given the product [F:15][C:16]([F:28])([O:20][C:21]1[CH:26]=[CH:25][C:24]([O:27][CH:30]2[CH2:35][CH2:34][NH:33][CH2:32][CH2:31]2)=[CH:23][CH:22]=1)[CH:17]([F:18])[F:19].[F:15][C:16]([F:28])([O:20][C:21]1[CH:22]=[CH:23][C:24]([O:29][CH:30]2[CH2:31][CH2:32][N:33]([C:36]([O:38][C:39]([CH3:42])([CH3:41])[CH3:40])=[O:37])[CH2:34][CH2:35]2)=[CH:25][CH:26]=1)[CH:17]([F:18])[F:19], predict the reactants needed to synthesize it. The reactants are: N(C(OC(C)C)=O)=NC(OC(C)C)=O.[F:15][C:16]([F:28])([O:20][C:21]1[CH:26]=[CH:25][C:24]([OH:27])=[CH:23][CH:22]=1)[CH:17]([F:19])[F:18].[OH:29][CH:30]1[CH2:35][CH2:34][N:33]([C:36]([O:38][C:39]([CH3:42])([CH3:41])[CH3:40])=[O:37])[CH2:32][CH2:31]1.C1(P(C2C=CC=CC=2)C2C=CC=CC=2)C=CC=CC=1. (4) The reactants are: Br[C:2]1[C:3]([NH:5][C:6](=[O:9])[C:7]=1Br)=[O:4].C(=O)(O)[O-].[Na+].[N:15]1[CH:20]=[CH:19][CH:18]=[CH:17][C:16]=1[SH:21]. Given the product [N:15]1[CH:20]=[CH:19][CH:18]=[CH:17][C:16]=1[S:21][C:2]1[C:3](=[O:4])[NH:5][C:6](=[O:9])[C:7]=1[S:21][C:16]1[CH:17]=[CH:18][CH:19]=[CH:20][N:15]=1, predict the reactants needed to synthesize it. (5) Given the product [Br:31][C:27]1[CH:26]=[C:25]([CH:30]=[CH:29][CH:28]=1)[CH2:24][N:17]1[C:18]2[CH:23]=[CH:22][CH:21]=[CH:20][C:19]=2[N:15]([CH2:14][CH2:13][CH2:12][O:11][C:7]2[CH:6]=[C:5]([CH:10]=[CH:9][CH:8]=2)[C:4]([OH:40])=[O:3])[C:16]1=[N:32][C:33]([O:35][C:36]([CH3:38])([CH3:39])[CH3:37])=[O:34], predict the reactants needed to synthesize it. The reactants are: C([O:3][C:4](=[O:40])[C:5]1[CH:10]=[CH:9][CH:8]=[C:7]([O:11][CH2:12][CH2:13][CH2:14][N:15]2[C:19]3[CH:20]=[CH:21][CH:22]=[CH:23][C:18]=3[N:17]([CH2:24][C:25]3[CH:30]=[CH:29][CH:28]=[C:27]([Br:31])[CH:26]=3)[C:16]2=[N:32][C:33]([O:35][C:36]([CH3:39])([CH3:38])[CH3:37])=[O:34])[CH:6]=1)C.O[Li].O. (6) The reactants are: [C:1]1([C:7]2([SeH])[CH2:11][CH2:10][CH:9](CC=C)[C:8]2=[O:15])C=CC=[CH:3][CH:2]=1.[Cl-].[NH4+].OO. Given the product [CH2:3]=[CH:2][CH2:1][CH:7]1[C:8](=[O:15])[CH:9]=[CH:10][CH2:11]1, predict the reactants needed to synthesize it. (7) Given the product [Cl:2][C:3]1[CH:4]=[C:5]([C:10]2([O:19][CH3:20])[CH2:13][C:12]3([CH2:14][CH2:15][N:16]([C:28]([NH:29][C:30]4[O:34][N:33]=[C:32]([CH3:35])[C:31]=4[CH3:36])=[O:27])[CH2:17][CH2:18]3)[CH2:11]2)[CH:6]=[CH:7][C:8]=1[F:9], predict the reactants needed to synthesize it. The reactants are: Cl.[Cl:2][C:3]1[CH:4]=[C:5]([C:10]2([O:19][CH3:20])[CH2:13][C:12]3([CH2:18][CH2:17][NH:16][CH2:15][CH2:14]3)[CH2:11]2)[CH:6]=[CH:7][C:8]=1[F:9].C1([O:27][C:28](=O)[NH:29][C:30]2[O:34][N:33]=[C:32]([CH3:35])[C:31]=2[CH3:36])C=CC=CC=1.